This data is from Peptide-MHC class I binding affinity with 185,985 pairs from IEDB/IMGT. The task is: Regression. Given a peptide amino acid sequence and an MHC pseudo amino acid sequence, predict their binding affinity value. This is MHC class I binding data. The peptide sequence is QAFTFSPTYK. The MHC is HLA-A31:01 with pseudo-sequence HLA-A31:01. The binding affinity (normalized) is 0.491.